From a dataset of Peptide-MHC class I binding affinity with 185,985 pairs from IEDB/IMGT. Regression. Given a peptide amino acid sequence and an MHC pseudo amino acid sequence, predict their binding affinity value. This is MHC class I binding data. (1) The peptide sequence is SSILRSKI. The MHC is H-2-Kb with pseudo-sequence H-2-Kb. The binding affinity (normalized) is 0.0735. (2) The peptide sequence is WLVSNGSYL. The MHC is HLA-A02:01 with pseudo-sequence HLA-A02:01. The binding affinity (normalized) is 0.308. (3) The peptide sequence is LPQPPICTI. The MHC is HLA-B35:01 with pseudo-sequence HLA-B35:01. The binding affinity (normalized) is 0.132. (4) The peptide sequence is VPRENATAF. The MHC is HLA-B57:01 with pseudo-sequence HLA-B57:01. The binding affinity (normalized) is 0.0847. (5) The MHC is HLA-A30:02 with pseudo-sequence HLA-A30:02. The peptide sequence is FANYNFTLV. The binding affinity (normalized) is 0. (6) The peptide sequence is IMPRDSWLI. The MHC is HLA-A24:02 with pseudo-sequence HLA-A24:02. The binding affinity (normalized) is 1.00. (7) The peptide sequence is NLLLLFVTI. The MHC is HLA-A02:06 with pseudo-sequence HLA-A02:06. The binding affinity (normalized) is 0.434. (8) The peptide sequence is PVNSWLGNII. The MHC is Patr-B0101 with pseudo-sequence Patr-B0101. The binding affinity (normalized) is 0.188. (9) The peptide sequence is EPISILDRI. The MHC is HLA-B54:01 with pseudo-sequence HLA-B54:01. The binding affinity (normalized) is 0.380. (10) The peptide sequence is AFDIASVFF. The MHC is HLA-A30:01 with pseudo-sequence HLA-A30:01. The binding affinity (normalized) is 0.0847.